This data is from Catalyst prediction with 721,799 reactions and 888 catalyst types from USPTO. The task is: Predict which catalyst facilitates the given reaction. Reactant: FC(F)(F)C(O)=O.[CH:8]1([CH2:14][CH2:15][CH2:16][C@@H:17]([C:22]2[O:26][N:25]=[C:24]([CH2:27][C:28]3[CH:33]=[CH:32][CH:31]=[CH:30][N:29]=3)[N:23]=2)[CH2:18][C:19](O)=[O:20])[CH2:13][CH2:12][CH2:11][CH2:10][CH2:9]1.C(N1C=CN=C1)(N1C=CN=C1)=O.Cl.[NH2:47][OH:48]. Product: [NH3:23].[CH:8]1([CH2:14][CH2:15][CH2:16][C@@H:17]([C:22]2[O:26][N:25]=[C:24]([CH2:27][C:28]3[CH:33]=[CH:32][CH:31]=[CH:30][N:29]=3)[N:23]=2)[CH2:18][C:19]([NH:47][OH:48])=[O:20])[CH2:13][CH2:12][CH2:11][CH2:10][CH2:9]1. The catalyst class is: 7.